Dataset: Forward reaction prediction with 1.9M reactions from USPTO patents (1976-2016). Task: Predict the product of the given reaction. (1) Given the reactants [O:1]1[C:5]2[CH:6]=[CH:7][CH:8]=[CH:9][C:4]=2[CH:3]=[C:2]1[CH2:10][OH:11].Cl[C:13]([O:15][C:16]1[CH:21]=[CH:20][C:19]([N+:22]([O-:24])=[O:23])=[CH:18][CH:17]=1)=[O:14], predict the reaction product. The product is: [C:13](=[O:14])([O:15][C:16]1[CH:17]=[CH:18][C:19]([N+:22]([O-:24])=[O:23])=[CH:20][CH:21]=1)[O:11][CH2:10][C:2]1[O:1][C:5]2[CH:6]=[CH:7][CH:8]=[CH:9][C:4]=2[CH:3]=1. (2) Given the reactants [CH2:1]([Mg]Br)[CH3:2].[Br:5][C:6]1[CH:13]=[CH:12][C:9]([CH:10]=[O:11])=[C:8]([F:14])[CH:7]=1, predict the reaction product. The product is: [Br:5][C:6]1[CH:13]=[CH:12][C:9]([CH:10]([OH:11])[CH2:1][CH3:2])=[C:8]([F:14])[CH:7]=1. (3) Given the reactants Cl[CH2:2][C:3]([O:5]C(C)(C)C)=[O:4].[CH2:10]([O:12][CH2:13][CH2:14][O:15][CH2:16][CH2:17][OH:18])[CH3:11].[OH-].[Na+], predict the reaction product. The product is: [CH2:10]([O:12][CH2:13][CH2:14][O:15][CH2:16][CH2:17][O:18][CH2:2][C:3]([OH:5])=[O:4])[CH3:11]. (4) Given the reactants [N+:1]([C:4]1[CH:10]=[C:9]([CH:11]=[CH:12][C:13]2[CH:18]=[CH:17][CH:16]=[CH:15][CH:14]=2)[CH:8]=[CH:7][C:5]=1[NH2:6])([O-])=O.O.O.[Sn](Cl)Cl.C([O-])(O)=O.[Na+].[N:29]#[C:30]Br, predict the reaction product. The product is: [CH:11]([C:9]1[CH:8]=[CH:7][C:5]2[NH:6][C:30]([NH2:29])=[N:1][C:4]=2[CH:10]=1)=[CH:12][C:13]1[CH:18]=[CH:17][CH:16]=[CH:15][CH:14]=1. (5) Given the reactants [N:1]1([C:7]2[C:16]3[C:11](=[CH:12][CH:13]=[CH:14][CH:15]=3)[CH:10]=[CH:9][N:8]=2)[CH2:6][CH2:5][NH:4][CH2:3][CH2:2]1.[CH3:17][CH2:18][N:19](CC)CC.ClCC#N, predict the reaction product. The product is: [C:7]1([N:1]2[CH2:2][CH2:3][N:4]([CH2:17][C:18]#[N:19])[CH2:5][CH2:6]2)[C:16]2[C:11](=[CH:12][CH:13]=[CH:14][CH:15]=2)[CH:10]=[CH:9][N:8]=1. (6) Given the reactants C(NC(C)C)(C)C.[Li].[F:9][C:10]1[CH:15]=[C:14]([F:16])[CH:13]=[CH:12][C:11]=1[Br:17].C([O:22]O)(C)(C)C.O, predict the reaction product. The product is: [OH:22][C:15]1[C:10]([F:9])=[C:11]([Br:17])[CH:12]=[CH:13][C:14]=1[F:16]. (7) Given the reactants [CH2:1]([O:8][C:9]1[N:14]=[CH:13][C:12]([OH:15])=[CH:11][CH:10]=1)[C:2]1[CH:7]=[CH:6][CH:5]=[CH:4][CH:3]=1.O1CCCC1.[CH2:21]([O:23][C:24](=[O:29])[C:25](Br)([CH3:27])[CH3:26])[CH3:22], predict the reaction product. The product is: [CH2:21]([O:23][C:24](=[O:29])[C:25]([O:15][C:12]1[CH:13]=[N:14][C:9]([O:8][CH2:1][C:2]2[CH:3]=[CH:4][CH:5]=[CH:6][CH:7]=2)=[CH:10][CH:11]=1)([CH3:27])[CH3:26])[CH3:22].